Dataset: Full USPTO retrosynthesis dataset with 1.9M reactions from patents (1976-2016). Task: Predict the reactants needed to synthesize the given product. (1) Given the product [C:1]([OH:7])(=[O:6])[CH:2]=[CH:3][C:9]1[CH:14]=[CH:13][CH:12]=[CH:11][CH:10]=1, predict the reactants needed to synthesize it. The reactants are: [C:1]([OH:7])(=[O:6])[CH2:2][C:3](O)=O.C(=O)[C:9]1[CH:14]=[CH:13][CH:12]=[CH:11][CH:10]=1.N1CCCCC1.Cl. (2) Given the product [Si:1]([C:8]1[C:13]([F:14])=[C:12]([F:15])[N:11]=[C:10]([C:16]2[C:18]3[C:19](=[N:20][CH:21]=[CH:22][CH:23]=3)[NH:33][N:32]=2)[C:9]=1[F:25])([C:4]([CH3:6])([CH3:5])[CH3:7])([CH3:3])[CH3:2], predict the reactants needed to synthesize it. The reactants are: [Si:1]([C:8]1[C:13]([F:14])=[C:12]([F:15])[N:11]=[C:10]([C:16]([C:18]2[C:19](F)=[N:20][CH:21]=[CH:22][CH:23]=2)=O)[C:9]=1[F:25])([C:4]([CH3:7])([CH3:6])[CH3:5])([CH3:3])[CH3:2].C(=O)([O-])[O-].[Ca+2].O.[NH2:32][NH2:33]. (3) Given the product [CH2:18]1[O:27][C:26]2[CH:25]=[CH:24][C:22]([NH:23][C:2]3[CH:7]=[C:6]([C:8]([F:11])([F:10])[F:9])[N:5]=[C:4]([C:12]4[CH:17]=[CH:16][CH:15]=[CH:14][N:13]=4)[N:3]=3)=[CH:21][C:20]=2[O:19]1, predict the reactants needed to synthesize it. The reactants are: Cl[C:2]1[CH:7]=[C:6]([C:8]([F:11])([F:10])[F:9])[N:5]=[C:4]([C:12]2[CH:17]=[CH:16][CH:15]=[CH:14][N:13]=2)[N:3]=1.[CH2:18]1[O:27][C:26]2[CH:25]=[CH:24][C:22]([NH2:23])=[CH:21][C:20]=2[O:19]1. (4) The reactants are: [CH3:1][O:2][C:3]([CH:5]1[CH2:9][CH:8]([CH2:10][O:11][C:12]2[CH:17]=[CH:16][C:15]([C:18]3[N:26](COCC[Si](C)(C)C)[C:25]4[C:24](=[O:35])[N:23]([CH2:36][CH2:37][CH3:38])[C:22](=[O:39])[N:21]([CH2:40][CH2:41][CH3:42])[C:20]=4[N:19]=3)=[CH:14][CH:13]=2)[CH2:7][N:6]1C(OC(C)(C)C)=O)=[O:4]. Given the product [CH3:1][O:2][C:3]([CH:5]1[CH2:9][CH:8]([CH2:10][O:11][C:12]2[CH:17]=[CH:16][C:15]([C:18]3[NH:26][C:25]4[C:24](=[O:35])[N:23]([CH2:36][CH2:37][CH3:38])[C:22](=[O:39])[N:21]([CH2:40][CH2:41][CH3:42])[C:20]=4[N:19]=3)=[CH:14][CH:13]=2)[CH2:7][NH:6]1)=[O:4], predict the reactants needed to synthesize it. (5) Given the product [NH2:43][C:19]1[N:18]=[C:17]([C:15]2[N:14]([CH3:44])[C:11]3[CH2:12][CH2:13][NH:8][C:9](=[O:45])[C:10]=3[CH:16]=2)[C:22]([C:23]#[C:24][C:25]2[CH:26]=[C:27]([NH:31][S:32]([C:35]3[CH:40]=[C:39]([F:41])[CH:38]=[CH:37][C:36]=3[F:42])(=[O:33])=[O:34])[CH:28]=[CH:29][CH:30]=2)=[CH:21][N:20]=1, predict the reactants needed to synthesize it. The reactants are: C(OC([N:8]1[CH2:13][CH2:12][C:11]2[N:14]([CH3:44])[C:15]([C:17]3[C:22]([C:23]#[C:24][C:25]4[CH:30]=[CH:29][CH:28]=[C:27]([NH:31][S:32]([C:35]5[CH:40]=[C:39]([F:41])[CH:38]=[CH:37][C:36]=5[F:42])(=[O:34])=[O:33])[CH:26]=4)=[CH:21][N:20]=[C:19]([NH2:43])[N:18]=3)=[CH:16][C:10]=2[C:9]1=[O:45])=O)(C)(C)C.Cl.